Dataset: Retrosynthesis with 50K atom-mapped reactions and 10 reaction types from USPTO. Task: Predict the reactants needed to synthesize the given product. (1) Given the product C[C@H]1CN(c2ccc(OCCCN3CCCCC3)cc2)[C@H](C)CN1, predict the reactants needed to synthesize it. The reactants are: C[C@H]1CN[C@H](C)CN1.Ic1ccc(OCCCN2CCCCC2)cc1. (2) Given the product CON(C)C(=O)[C@H]([C@@H](C)OC(C)(C)C)N(C(=O)OCc1ccccc1)[SiH](C)C, predict the reactants needed to synthesize it. The reactants are: CNOC.C[C@@H](OC(C)(C)C)[C@@H](C(=O)O)N(C(=O)OCc1ccccc1)[SiH](C)C. (3) Given the product COc1cc2nc(C)nc(-c3ccc(C(C)C)cc3)c2cc1OC, predict the reactants needed to synthesize it. The reactants are: COc1cc2nc(Cl)nc(-c3ccc(C(C)C)cc3)c2cc1OC.C[Mg+]. (4) Given the product Cc1c(C)c2c(c(C)c1O)CCC(C)(CO)O2, predict the reactants needed to synthesize it. The reactants are: Cc1c(C)c2c(c(C)c1O)CCC(C)(C(=O)O)O2.